Task: Predict the reaction yield, written as a fraction of the theoretical maximum amount of product (1.0 means a 100% yield; for example, 0.34 means a 34% yield).. Dataset: Reaction yield outcomes from USPTO patents with 853,638 reactions The reactants are [C:1]([C:3]1[CH:13]=[CH:12][C:6]([C:7]([O:9][CH2:10][CH3:11])=[O:8])=[CH:5][C:4]=1[NH:14][C@H:15]1[CH2:20][CH2:19][C@H:18]([NH:21]C(OC(C)(C)C)=O)[CH2:17][CH2:16]1)#[N:2]. The catalyst is ClCCl.FC(F)(F)C(O)=O. The product is [NH2:21][C@H:18]1[CH2:19][CH2:20][C@H:15]([NH:14][C:4]2[CH:5]=[C:6]([CH:12]=[CH:13][C:3]=2[C:1]#[N:2])[C:7]([O:9][CH2:10][CH3:11])=[O:8])[CH2:16][CH2:17]1. The yield is 0.990.